From a dataset of Full USPTO retrosynthesis dataset with 1.9M reactions from patents (1976-2016). Predict the reactants needed to synthesize the given product. (1) Given the product [Cl:9][C:10]1[CH:11]=[CH:12][C:13]2[N:22]([C:23]([CH:25]3[CH2:30][CH2:29][CH:28]([CH2:31][NH:32][C:33](=[O:42])[CH2:34][CH2:35][CH:36]4[CH2:37][CH2:38][N:39]([CH2:2][CH2:3][CH2:4][CH2:5][CH2:6][CH3:7])[CH2:40][CH2:41]4)[CH2:27][CH2:26]3)=[O:24])[CH2:21][C:20]3[CH:19]=[N:18][N:17]([CH3:43])[C:16]=3[NH:15][C:14]=2[CH:44]=1, predict the reactants needed to synthesize it. The reactants are: Br[CH2:2][CH2:3][CH2:4][CH2:5][CH2:6][CH3:7].Cl.[Cl:9][C:10]1[CH:11]=[CH:12][C:13]2[N:22]([C:23]([CH:25]3[CH2:30][CH2:29][CH:28]([CH2:31][NH:32][C:33](=[O:42])[CH2:34][CH2:35][CH:36]4[CH2:41][CH2:40][NH:39][CH2:38][CH2:37]4)[CH2:27][CH2:26]3)=[O:24])[CH2:21][C:20]3[CH:19]=[N:18][N:17]([CH3:43])[C:16]=3[NH:15][C:14]=2[CH:44]=1. (2) Given the product [CH3:1][C:2]1[CH:6]=[C:5]2[N:7]=[C:17]([OH:16])[CH:18]=[CH:19][N:4]2[N:3]=1, predict the reactants needed to synthesize it. The reactants are: [CH3:1][C:2]1[CH:6]=[C:5]([NH2:7])[NH:4][N:3]=1.C([O-])([O-])=O.[Cs+].[Cs+].C([O:16]/[CH:17]=[CH:18]/[C:19](OCC)=O)C.C(O)(=O)C. (3) The reactants are: [H-].[Na+].[Br-].BrCCC[P+]([C:21]1[CH:26]=[CH:25]C=CC=1)(C1C=CC=CC=1)C1C=CC=CC=1.[CH3:27][O:28][C:29]([O:34][CH3:35])([CH3:33])[C:30](=O)[CH3:31]. Given the product [CH3:27][O:28][C:29]([O:34][CH3:35])([CH3:33])[C:30](=[C:25]1[CH2:26][CH2:21]1)[CH3:31], predict the reactants needed to synthesize it. (4) Given the product [Br:1][C:2]1[CH:3]=[CH:4][C:5]2[N:9]=[C:8]([CH3:10])[N:7]([C:15]([CH3:17])([CH3:16])[CH3:18])[C:6]=2[CH:19]=1, predict the reactants needed to synthesize it. The reactants are: [Br:1][C:2]1[CH:3]=[CH:4][C:5]2[NH:9][C:8](COCC)([CH3:10])[N:7]([C:15]([CH3:18])([CH3:17])[CH3:16])[C:6]=2[CH:19]=1. (5) Given the product [CH3:18][O:17][C:5]1[CH:6]=[CH:7][C:8]([N:10]2[CH:14]=[N:13][N:12]=[C:11]2[S:15][CH3:16])=[CH:9][C:4]=1[C:3]([OH:19])=[O:2], predict the reactants needed to synthesize it. The reactants are: C[O:2][C:3](=[O:19])[C:4]1[CH:9]=[C:8]([N:10]2[CH:14]=[N:13][N:12]=[C:11]2[S:15][CH3:16])[CH:7]=[CH:6][C:5]=1[O:17][CH3:18].[OH-].[Li+].O.